From a dataset of Full USPTO retrosynthesis dataset with 1.9M reactions from patents (1976-2016). Predict the reactants needed to synthesize the given product. (1) The reactants are: [Br:1][C:2]1[CH:3]=[CH:4][CH:5]=[C:6]2[C:28]=1[C:9]1([CH2:14][CH2:13][N:12]([C:15](=[O:27])[NH:16][CH:17]3[CH:24]4[CH2:25][CH:20]5[CH2:21][CH:22]([CH2:26][CH:18]3[CH2:19]5)[CH2:23]4)[CH2:11][CH2:10]1)[CH2:8][CH:7]2[CH2:29][C:30](O)=[O:31].[NH3:33]. Given the product [NH2:33][C:30](=[O:31])[CH2:29][CH:7]1[C:6]2[C:28](=[C:2]([Br:1])[CH:3]=[CH:4][CH:5]=2)[C:9]2([CH2:10][CH2:11][N:12]([C:15]([NH:16][CH:17]3[CH:24]4[CH2:23][CH:22]5[CH2:21][CH:20]([CH2:19][CH:18]3[CH2:26]5)[CH2:25]4)=[O:27])[CH2:13][CH2:14]2)[CH2:8]1, predict the reactants needed to synthesize it. (2) Given the product [F:1][CH:2]([F:21])[C@H:3]1[CH2:8][C@@H:7]([C:9]2[O:16][NH:24][C:11](=[O:12])[CH:10]=2)[CH2:6][CH2:5][N:4]1[C:17]([O:19][CH3:20])=[O:18], predict the reactants needed to synthesize it. The reactants are: [F:1][CH:2]([F:21])[C@H:3]1[CH2:8][C@@H:7]([C:9](=[O:16])[CH2:10][C:11](OCC)=[O:12])[CH2:6][CH2:5][N:4]1[C:17]([O:19][CH3:20])=[O:18].[OH-].[Na+].[NH2:24]O.Cl. (3) Given the product [Cl:1][C:2]1[CH:3]=[C:4]([C:12]2[O:16][N:15]=[C:14]([C:17]3[C:22]4[CH:23]=[CH:24][O:25][C:21]=4[C:20]([O:30][CH2:27][CH2:39][CH2:38][C:36]([O:35][CH2:34][CH3:33])=[O:37])=[CH:19][CH:18]=3)[N:13]=2)[CH:5]=[N:6][C:7]=1[O:8][CH:9]([CH3:11])[CH3:10], predict the reactants needed to synthesize it. The reactants are: [Cl:1][C:2]1[CH:3]=[C:4]([C:12]2[O:16][N:15]=[C:14]([C:17]3[C:22]4[CH:23]=[CH:24][O:25][C:21]=4[C:20](O)=[CH:19][CH:18]=3)[N:13]=2)[CH:5]=[N:6][C:7]=1[O:8][CH:9]([CH3:11])[CH3:10].[C:27]([O-:30])([O-])=O.[K+].[K+].[CH3:33][CH2:34][O:35][C:36]([CH3:38])=[O:37].[CH3:39]N(C=O)C. (4) Given the product [CH3:1][CH2:2][C:3]1[CH:8]=[CH:7][C:6]([C:9]([CH:11]([CH2:13][N:14]2[CH2:19][CH2:18][CH2:17][CH2:16][CH2:15]2)[CH3:12])=[O:10])=[CH:5][CH:4]=1.[C:20]([O-:27])(=[O:26])/[CH:21]=[CH:22]\[C:23]([O-:25])=[O:24], predict the reactants needed to synthesize it. The reactants are: [CH3:1][CH2:2][C:3]1[CH:4]=[CH:5][C:6]([C:9]([CH:11]([CH2:13][N:14]2[CH2:19][CH2:18][CH2:17][CH2:16][CH2:15]2)[CH3:12])=[O:10])=[CH:7][CH:8]=1.[C:20]([OH:27])(=[O:26])/[CH:21]=[CH:22]\[C:23]([OH:25])=[O:24]. (5) Given the product [CH:15]1[C:14]2[C:19](=[CH:20][C:21]3[C:26]([CH:13]=2)=[CH:25][CH:24]=[CH:23][CH:22]=3)[CH:18]=[CH:17][CH:16]=1, predict the reactants needed to synthesize it. The reactants are: [Li]CCCC.BrC1C=CC=CC=1[C:13]1[C:14]2[C:19]([C:20](C3C=CC=CC=3Br)=[C:21]3[C:26]=1[CH:25]=[CH:24][CH:23]=[CH:22]3)=[CH:18][CH:17]=[CH:16][CH:15]=2.B(OC)(OC)OC.OC(C(O)(C)C)(C)C. (6) Given the product [Cl:31][C:29]1[CH:28]=[CH:27][C:13]([C:14]([NH:16][C@H:17]2[CH2:18][CH2:19][C@H:20]([C:23]([F:24])([F:25])[F:26])[CH2:21][CH2:22]2)=[O:15])=[C:12]([O:4][CH2:3][CH2:2][F:1])[N:30]=1, predict the reactants needed to synthesize it. The reactants are: [F:1][CH2:2][CH2:3][OH:4].CC(C)([O-])C.[K+].Cl[C:12]1[N:30]=[C:29]([Cl:31])[CH:28]=[CH:27][C:13]=1[C:14]([NH:16][CH:17]1[CH2:22][CH2:21][CH:20]([C:23]([F:26])([F:25])[F:24])[CH2:19][CH2:18]1)=[O:15]. (7) Given the product [Cl:8][C:4]1[CH:5]=[CH:6][CH:7]=[C:2]([Cl:1])[C:3]=1[N:9]1[CH:13]=[CH:12][C:11]([NH:14][C:25](=[O:26])[C:24]2[CH:28]=[CH:29][CH:30]=[CH:31][C:23]=2[I:22])=[N:10]1, predict the reactants needed to synthesize it. The reactants are: [Cl:1][C:2]1[CH:7]=[CH:6][CH:5]=[C:4]([Cl:8])[C:3]=1[N:9]1[CH:13]=[CH:12][C:11]([NH2:14])=[N:10]1.C(N(CC)CC)C.[I:22][C:23]1[CH:31]=[CH:30][CH:29]=[CH:28][C:24]=1[C:25](Cl)=[O:26]. (8) Given the product [CH2:23]([O:25][C:26]([C:28]1[S:29][C:30]([I:22])=[C:31]([C:47]#[N:48])[C:32]=1[C:33]1[CH:38]=[CH:37][C:36]([C:39]2[CH:44]=[CH:43][CH:42]=[CH:41][C:40]=2[S:45][CH3:46])=[CH:35][CH:34]=1)=[O:27])[CH3:24], predict the reactants needed to synthesize it. The reactants are: COC(C1SC([I:22])=C(C#N)C=1C1C=CC(C(C)(C)C)=CC=1)=O.[CH2:23]([O:25][C:26]([C:28]1[S:29][C:30](N)=[C:31]([C:47]#[N:48])[C:32]=1[C:33]1[CH:38]=[CH:37][C:36]([C:39]2[CH:44]=[CH:43][CH:42]=[CH:41][C:40]=2[S:45][CH3:46])=[CH:35][CH:34]=1)=[O:27])[CH3:24]. (9) Given the product [F:37][C:25]1[CH:26]=[C:27]([O:30][C:31]2[CH:32]=[CH:33][CH:34]=[CH:35][CH:36]=2)[CH:28]=[CH:29][C:24]=1[C:16]1[C:17]2[C:22]([NH2:23])=[N:21][CH:20]=[N:19][C:18]=2[N:14]([CH2:13][CH:9]2[CH2:10][CH2:11][CH2:12][NH:8]2)[CH:15]=1, predict the reactants needed to synthesize it. The reactants are: C(OC([N:8]1[CH2:12][CH2:11][CH2:10][CH:9]1[CH2:13][N:14]1[C:18]2[N:19]=[CH:20][N:21]=[C:22]([NH2:23])[C:17]=2[C:16]([C:24]2[CH:29]=[CH:28][C:27]([O:30][C:31]3[CH:36]=[CH:35][CH:34]=[CH:33][CH:32]=3)=[CH:26][C:25]=2[F:37])=[CH:15]1)=O)(C)(C)C.C(O)(C(F)(F)F)=O.